Dataset: Forward reaction prediction with 1.9M reactions from USPTO patents (1976-2016). Task: Predict the product of the given reaction. (1) Given the reactants [CH2:1]([O:4][CH2:5][C:6]([CH3:9])([OH:8])[CH3:7])[CH:2]=[CH2:3].C1C=C(Cl)C=C(C(OO)=[O:18])C=1.C(=O)(O)[O-].[Na+].S([O-])([O-])(=O)=S.[Na+].[Na+], predict the reaction product. The product is: [CH3:7][C:6]([OH:8])([CH3:9])[CH2:5][O:4][CH2:1][CH:2]1[CH2:3][O:18]1. (2) The product is: [Cl:1][C:2]1[CH:30]=[C:29]([N:31]2[CH:35]=[CH:34][CH:33]=[N:32]2)[CH:28]=[CH:27][C:3]=1[C:4]([N:6]1[C:12]2[CH:13]=[CH:14][CH:15]=[CH:16][C:11]=2[CH2:10][N:9]([C:17]([NH:19][CH2:20][C:21]([OH:23])=[O:22])=[O:18])[C@H:8]([CH3:26])[CH2:7]1)=[O:5]. Given the reactants [Cl:1][C:2]1[CH:30]=[C:29]([N:31]2[CH:35]=[CH:34][CH:33]=[N:32]2)[CH:28]=[CH:27][C:3]=1[C:4]([N:6]1[C:12]2[CH:13]=[CH:14][CH:15]=[CH:16][C:11]=2[CH2:10][N:9]([C:17]([NH:19][CH2:20][C:21]([O:23]CC)=[O:22])=[O:18])[C@H:8]([CH3:26])[CH2:7]1)=[O:5].[OH-].[Na+].Cl, predict the reaction product. (3) Given the reactants [C:1]([O:5][C:6](=[O:38])[NH:7][C@H:8]([CH2:28][C:29]1[CH:34]=[C:33]([F:35])[C:32]([F:36])=[CH:31][C:30]=1[F:37])[CH2:9][C:10](=O)[NH:11][NH:12][C:13]1[C:18]2[N:19]=[C:20]([C:23]([F:26])([F:25])[F:24])[N:21]=[CH:22][C:17]=2[CH2:16][CH2:15][N:14]=1)([CH3:4])([CH3:3])[CH3:2], predict the reaction product. The product is: [C:1]([O:5][C:6](=[O:38])[NH:7][C@H:8]([CH2:28][C:29]1[CH:34]=[C:33]([F:35])[C:32]([F:36])=[CH:31][C:30]=1[F:37])[CH2:9][C:10]1[N:14]2[CH2:15][CH2:16][C:17]3[C:18](=[N:19][C:20]([C:23]([F:24])([F:26])[F:25])=[N:21][CH:22]=3)[C:13]2=[N:12][N:11]=1)([CH3:3])([CH3:2])[CH3:4]. (4) The product is: [Cl:18][C:19]1[CH:24]=[C:23]([C:3]2[CH:4]=[CH:5][CH:6]=[C:7]([F:8])[C:2]=2[F:1])[N:22]=[CH:21][N:20]=1. Given the reactants [F:1][C:2]1[C:7]([F:8])=[CH:6][CH:5]=[CH:4][C:3]=1B(O)O.COCCOC.[Cl:18][C:19]1[CH:24]=[C:23](Cl)[N:22]=[CH:21][N:20]=1, predict the reaction product. (5) Given the reactants [CH3:1][O:2][C:3]1[CH:27]=[CH:26][C:6]([CH2:7][NH:8][C:9]([C:11]2[S:25][C:14]3[N:15]([CH3:24])[C:16](=[O:23])[N:17]([CH2:20][C:21]#[N:22])[C:18](=[O:19])[C:13]=3[CH:12]=2)=[O:10])=[CH:5][CH:4]=1, predict the reaction product. The product is: [CH3:1][O:2][C:3]1[CH:4]=[CH:5][C:6]([CH2:7][NH:8][C:9]([C:11]2[S:25][C:14]3[N:15]([CH3:24])[C:16](=[O:23])[N:17]([CH2:20][CH2:21][NH2:22])[C:18](=[O:19])[C:13]=3[CH:12]=2)=[O:10])=[CH:26][CH:27]=1. (6) Given the reactants C(OC([N:8]1[CH2:13][CH2:12][C:11]([CH2:16][C:17]2[CH:22]=[CH:21][C:20]([Cl:23])=[CH:19][CH:18]=2)([C:14]#[N:15])[CH2:10][CH2:9]1)=O)(C)(C)C.[ClH:24], predict the reaction product. The product is: [ClH:23].[ClH:24].[Cl:23][C:20]1[CH:21]=[CH:22][C:17]([CH2:16][C:11]2([CH2:14][NH2:15])[CH2:12][CH2:13][NH:8][CH2:9][CH2:10]2)=[CH:18][CH:19]=1. (7) Given the reactants [NH2:1][C:2]1[N:7]=[C:6](S(C)=O)[C:5]([C:11]#[N:12])=[C:4]([C:13]2[O:14][C:15]([CH3:18])=[CH:16][CH:17]=2)[N:3]=1.Cl.[NH2:20][CH2:21][C:22]1[C:27]([Cl:28])=[CH:26][C:25]([C:29]([F:32])([F:31])[F:30])=[CH:24][N:23]=1.C1CCN2C(=NCCC2)CC1, predict the reaction product. The product is: [NH2:1][C:2]1[N:7]=[C:6]([NH:20][CH2:21][C:22]2[C:27]([Cl:28])=[CH:26][C:25]([C:29]([F:32])([F:31])[F:30])=[CH:24][N:23]=2)[C:5]([C:11]#[N:12])=[C:4]([C:13]2[O:14][C:15]([CH3:18])=[CH:16][CH:17]=2)[N:3]=1.